The task is: Predict the reaction yield, written as a fraction of the theoretical maximum amount of product (1.0 means a 100% yield; for example, 0.34 means a 34% yield).. This data is from Reaction yield outcomes from USPTO patents with 853,638 reactions. The product is [NH2:15][C:16]1[N:21]=[CH:20][N:19]=[C:18]2[N:22]([CH:26]([C:28]3[C:29]([O:5][CH2:3][CH3:2])=[C:30]([CH:37]4[CH2:38][N:39]([C:41]([CH3:45])([CH3:46])[C:42]([NH2:56])=[O:44])[CH2:40]4)[C:31]([C:35]#[N:36])=[C:32]([Cl:34])[CH:33]=3)[CH3:27])[N:23]=[C:24]([CH3:25])[C:17]=12. The yield is 0.730. The reactants are F[C:2](F)(F)[C:3]([OH:5])=O.FC(F)(F)C(O)=O.[NH2:15][C:16]1[N:21]=[CH:20][N:19]=[C:18]2[N:22]([CH:26]([C:28]3[C:29](OCC)=[C:30]([CH:37]4[CH2:40][N:39]([C:41]([CH3:46])([CH3:45])[C:42]([OH:44])=O)[CH2:38]4)[C:31]([C:35]#[N:36])=[C:32]([Cl:34])[CH:33]=3)[CH3:27])[N:23]=[C:24]([CH3:25])[C:17]=12.N.C(O)C.C([N:56](CC)CC)C.F[P-](F)(F)(F)(F)F.N1(O[P+](N(C)C)(N(C)C)N(C)C)C2C=CC=CC=2N=N1. The catalyst is CN(C)C=O.